Dataset: Full USPTO retrosynthesis dataset with 1.9M reactions from patents (1976-2016). Task: Predict the reactants needed to synthesize the given product. (1) Given the product [F:1][C:2]([F:7])([F:6])[C:3]([OH:5])=[O:4].[CH3:76][N:77]([CH3:78])[CH2:80][C:81]([NH:8][CH2:9][CH2:10][CH2:11][NH:12][C:13]([C:15]1[N:23]=[C:22]2[C:18]([N:19]=[CH:20][N:21]2[C@@H:24]2[CH2:28][C@H:27]([N:29]3[CH:33]=[C:32]([CH2:34][OH:35])[CH:31]=[N:30]3)[C@@H:26]([OH:36])[C@H:25]2[OH:37])=[C:17]([NH:38][CH2:39][CH:40]([C:47]2[CH:52]=[CH:51][CH:50]=[CH:49][CH:48]=2)[C:41]2[CH:46]=[CH:45][CH:44]=[CH:43][CH:42]=2)[N:16]=1)=[O:14])=[O:93], predict the reactants needed to synthesize it. The reactants are: [F:1][C:2]([F:7])([F:6])[C:3]([OH:5])=[O:4].[NH2:8][CH2:9][CH2:10][CH2:11][NH:12][C:13]([C:15]1[N:23]=[C:22]2[C:18]([N:19]=[CH:20][N:21]2[C@@H:24]2[CH2:28][C@H:27]([N:29]3[CH:33]=[C:32]([CH2:34][OH:35])[CH:31]=[N:30]3)[C@@H:26]([OH:36])[C@H:25]2[OH:37])=[C:17]([NH:38][CH2:39][CH:40]([C:47]2[CH:52]=[CH:51][CH:50]=[CH:49][CH:48]=2)[C:41]2[CH:46]=[CH:45][CH:44]=[CH:43][CH:42]=2)[N:16]=1)=[O:14].FC(F)(F)C(O)=O.C(NC(=O)NCCCNC(C1N=[C:78]2C(N=[CH:76][N:77]2[C@@H:80]2C[C@H](N3C=C(CO)C=N3)[C@@H](O)[C@H:81]2[OH:93])=C(NCC(C2C=CC=CC=2)C2C=CC=CC=2)N=1)=O)C.Cl.CC(C)(N)C(Cl)=O. (2) Given the product [C:1]1([C:7]2[CH:8]=[CH:9][N:10]3[C:15]=2[C:14]([NH:16][CH2:17][C:18]2[CH:23]=[CH:22][CH:21]=[CH:20][N:19]=2)=[N:13][C:12]([C:24]2[CH:25]=[C:26]([CH2:30][CH2:31][S:32]([NH2:35])(=[O:33])=[O:34])[CH:27]=[N:28][CH:29]=2)=[N:11]3)[CH:2]=[CH:3][CH:4]=[CH:5][CH:6]=1, predict the reactants needed to synthesize it. The reactants are: [C:1]1([C:7]2[CH:8]=[CH:9][N:10]3[C:15]=2[C:14]([NH:16][CH2:17][C:18]2[CH:23]=[CH:22][CH:21]=[CH:20][N:19]=2)=[N:13][C:12]([C:24]2[CH:25]=[C:26](/[CH:30]=[CH:31]/[S:32]([NH:35]C(=O)OC(C)(C)C)(=[O:34])=[O:33])[CH:27]=[N:28][CH:29]=2)=[N:11]3)[CH:6]=[CH:5][CH:4]=[CH:3][CH:2]=1. (3) Given the product [NH2:13][C:3]1[CH:4]=[C:5]2[C:9](=[CH:10][C:2]=1[Cl:1])[C:8](=[O:11])[N:7]([CH3:12])[CH2:6]2, predict the reactants needed to synthesize it. The reactants are: [Cl:1][C:2]1[CH:10]=[C:9]2[C:5]([CH2:6][N:7]([CH3:12])[C:8]2=[O:11])=[CH:4][C:3]=1[N+:13]([O-])=O.O.O.Cl[Sn]Cl.C(Cl)Cl.[OH-].[Na+]. (4) Given the product [CH2:34]([O:36][CH2:37][C@H:38]1[C@H:40]([CH:41]=[O:42])[C@:39]1([CH3:58])[C:44]1[CH:53]=[CH:52][C:51]2[C:50]([CH3:55])([CH3:54])[CH2:49][CH2:48][C:47]([CH3:57])([CH3:56])[C:46]=2[CH:45]=1)[CH3:28], predict the reactants needed to synthesize it. The reactants are: COC[C@@H]1[C@H](C=O)[C@]1(C)C1C=CC2C(C)(C)CCC(C)(C)C=2C=1.CC12C(C)(C)[C:28]([C:34]([O:36][CH2:37][C@H:38]3[C@H:40]([CH2:41][O:42]C)[C@@:39]3([CH3:58])[C:44]3[CH:53]=[CH:52][C:51]4[C:50]([CH3:55])([CH3:54])[CH2:49][CH2:48][C:47]([CH3:57])([CH3:56])[C:46]=4[CH:45]=3)=O)(CC1)OC2=O.